From a dataset of Catalyst prediction with 721,799 reactions and 888 catalyst types from USPTO. Predict which catalyst facilitates the given reaction. (1) Reactant: C(=O)([O-])[O-].[K+].[K+].[I-].[K+].[CH3:9][O:10][C:11]1[CH:16]=[CH:15][C:14]([N:17]2[C:21]([C:22]3[CH:27]=[CH:26][C:25]([O:28][CH3:29])=[CH:24][CH:23]=3)=[N:20][C:19]([OH:30])=[N:18]2)=[CH:13][CH:12]=1.Cl[CH2:32][C:33]1[N:37]=[CH:36][O:35][N:34]=1. Product: [CH3:9][O:10][C:11]1[CH:12]=[CH:13][C:14]([N:17]2[C:21]([C:22]3[CH:27]=[CH:26][C:25]([O:28][CH3:29])=[CH:24][CH:23]=3)=[N:20][C:19]([O:30][CH2:32][C:33]3[N:37]=[CH:36][O:35][N:34]=3)=[N:18]2)=[CH:15][CH:16]=1. The catalyst class is: 255. (2) Reactant: [Br:1][C:2]1[C:7]([NH:8][S:9]([C:12]2[CH:17]=[CH:16][C:15]([Cl:18])=[C:14]([CH2:19][CH3:20])[CH:13]=2)(=[O:11])=[O:10])=[CH:6][C:5]([Cl:21])=[CH:4][N:3]=1.C(=O)([O-])[O-].[K+].[K+].[CH3:28][O:29][CH2:30]Cl. Product: [Br:1][C:2]1[C:7]([N:8]([CH2:28][O:29][CH3:30])[S:9]([C:12]2[CH:17]=[CH:16][C:15]([Cl:18])=[C:14]([CH2:19][CH3:20])[CH:13]=2)(=[O:11])=[O:10])=[CH:6][C:5]([Cl:21])=[CH:4][N:3]=1. The catalyst class is: 1.